This data is from TCR-epitope binding with 47,182 pairs between 192 epitopes and 23,139 TCRs. The task is: Binary Classification. Given a T-cell receptor sequence (or CDR3 region) and an epitope sequence, predict whether binding occurs between them. (1) The epitope is SEVGPEHSLAEY. The TCR CDR3 sequence is CASSLASEGTGELFF. Result: 1 (the TCR binds to the epitope). (2) The epitope is VSFIEFVGW. The TCR CDR3 sequence is CASSRLAGGTDTQYF. Result: 0 (the TCR does not bind to the epitope). (3) The epitope is NLSALGIFST. The TCR CDR3 sequence is CASSLGGGVLFF. Result: 0 (the TCR does not bind to the epitope). (4) The epitope is AYAQKIFKI. Result: 0 (the TCR does not bind to the epitope). The TCR CDR3 sequence is CASSPRANPGELFF. (5) The epitope is RLRAEAQVK. The TCR CDR3 sequence is CASSIGTGNTEAFF. Result: 1 (the TCR binds to the epitope).